Task: Predict the product of the given reaction.. Dataset: Forward reaction prediction with 1.9M reactions from USPTO patents (1976-2016) The product is: [C:8]([NH:12][CH2:13][CH:14]([OH:17])[CH2:15][O:16][C:6]1[C:2]([Cl:1])=[N:3][S:4][N:5]=1)([CH3:11])([CH3:10])[CH3:9]. Given the reactants [Cl:1][C:2]1[C:6](Cl)=[N:5][S:4][N:3]=1.[C:8]([NH:12][CH2:13][C@H:14]([OH:17])[CH2:15][OH:16])([CH3:11])([CH3:10])[CH3:9].CC(C)([O-])C.[K+], predict the reaction product.